The task is: Predict the reaction yield, written as a fraction of the theoretical maximum amount of product (1.0 means a 100% yield; for example, 0.34 means a 34% yield).. This data is from Reaction yield outcomes from USPTO patents with 853,638 reactions. (1) The reactants are Br[C:2]1[N:7]=[C:6]([C@:8]2([CH3:20])[CH2:13][O:12][C@@:11]([CH3:18])([C:14]([F:17])([F:16])[F:15])[C:10]([NH2:19])=[N:9]2)[C:5]([F:21])=[CH:4][CH:3]=1.[C:22]([C:24]1[CH:25]=[C:26]([CH3:33])[C:27]([C:30]([NH2:32])=[O:31])=[N:28][CH:29]=1)#[N:23].CC1(C)C2C(=C(P(C3C=CC=CC=3)C3C=CC=CC=3)C=CC=2)OC2C(P(C3C=CC=CC=3)C3C=CC=CC=3)=CC=CC1=2.C(=O)([O-])[O-].[Cs+].[Cs+]. The catalyst is O1CCOCC1.O.C1C=CC(/C=C/C(/C=C/C2C=CC=CC=2)=O)=CC=1.C1C=CC(/C=C/C(/C=C/C2C=CC=CC=2)=O)=CC=1.C1C=CC(/C=C/C(/C=C/C2C=CC=CC=2)=O)=CC=1.[Pd].[Pd]. The product is [NH2:19][C:10]1[C@:11]([CH3:18])([C:14]([F:17])([F:16])[F:15])[O:12][CH2:13][C@:8]([C:6]2[N:7]=[C:2]([NH:32][C:30]([C:27]3[C:26]([CH3:33])=[CH:25][C:24]([C:22]#[N:23])=[CH:29][N:28]=3)=[O:31])[CH:3]=[CH:4][C:5]=2[F:21])([CH3:20])[N:9]=1. The yield is 0.370. (2) The reactants are [OH:1][C:2]1[CH:14]=[C:13]2[C:5]([N:6]3[C:11](=[CH:12]2)[C:10](=[O:15])[NH:9][CH2:8][CH2:7]3)=[N:4][CH:3]=1.[CH:16]([N:19]1[CH2:24][CH2:23][CH:22](O)[CH2:21][CH2:20]1)([CH3:18])[CH3:17].C1(P(C2C=CC=CC=2)C2C=CC=CC=2)C=CC=CC=1.CC(OC(/N=N/C(OC(C)(C)C)=O)=O)(C)C. No catalyst specified. The product is [CH:16]([N:19]1[CH2:24][CH2:23][CH:22]([O:1][C:2]2[CH:14]=[C:13]3[C:5]([N:6]4[C:11](=[CH:12]3)[C:10](=[O:15])[NH:9][CH2:8][CH2:7]4)=[N:4][CH:3]=2)[CH2:21][CH2:20]1)([CH3:18])[CH3:17]. The yield is 0.420. (3) The reactants are I[C:2]1[CH:3]=[C:4]([O:21][C:22]([F:25])([F:24])[F:23])[CH:5]=[C:6]2[C:11]=1[O:10][CH:9]([C:12]([F:15])([F:14])[F:13])[C:8]([C:16]([O:18][CH2:19][CH3:20])=[O:17])=[CH:7]2.[CH3:26][CH2:27][O:28]CC.C1C=CC(P(C2C=CC=CC=2)CCCP(C2C=CC=CC=2)C2C=CC=CC=2)=CC=1.[C:60]([O-:63])([O-])=[O:61].[K+].[K+].Cl.[OH2:67]. The yield is 0.290. The catalyst is CN(C=O)C.CC([O-])=O.CC([O-])=O.[Pd+2]. The product is [C:26]([C:2]1[CH:3]=[C:4]([O:21][C:22]([F:24])([F:25])[F:23])[CH:5]=[C:6]2[C:11]=1[O:10][CH:9]([C:12]([F:14])([F:15])[F:13])[C:8]([C:60]([OH:63])=[O:61])=[CH:7]2)(=[O:67])[CH3:27].[C:27]([C:2]1[CH:3]=[C:4]([O:21][C:22]([F:23])([F:24])[F:25])[CH:5]=[C:6]2[C:11]=1[O:10][CH:9]([C:12]([F:14])([F:15])[F:13])[C:8]([C:16]([O:18][CH2:19][CH3:20])=[O:17])=[CH:7]2)(=[O:28])[CH3:26]. (4) The reactants are [CH2:1]([O:3][C:4](=[O:17])[C:5]#[C:6][C:7]1[C:16]2[C:11](=[CH:12][CH:13]=[CH:14][CH:15]=2)[CH:10]=[CH:9][CH:8]=1)[CH3:2].[C:18]([O:22][C:23]([N:25]1[C:34]2[C:29](=[CH:30][CH:31]=[C:32]([CH2:35][CH2:36][O:37][C:38]3[CH:39]=[C:40]4[C:44](=[CH:45][CH:46]=3)[NH:43][CH:42]=[CH:41]4)[N:33]=2)[CH2:28][CH2:27][CH2:26]1)=[O:24])([CH3:21])([CH3:20])[CH3:19]. No catalyst specified. The product is [C:18]([O:22][C:23]([N:25]1[C:34]2[C:29](=[CH:30][CH:31]=[C:32]([CH2:35][CH2:36][O:37][C:38]3[CH:39]=[C:40]4[C:44](=[CH:45][CH:46]=3)[N:43]([C:6]([C:7]3[C:16]5[C:11](=[CH:12][CH:13]=[CH:14][CH:15]=5)[CH:10]=[CH:9][CH:8]=3)=[CH:5][C:4]([O:3][CH2:1][CH3:2])=[O:17])[CH:42]=[CH:41]4)[N:33]=2)[CH2:28][CH2:27][CH2:26]1)=[O:24])([CH3:21])([CH3:19])[CH3:20]. The yield is 0.370. (5) The reactants are [CH3:1][C:2]([Si:5]([CH3:25])([CH3:24])[O:6][CH2:7][C@@H:8]([N:11]1[C:16](=[O:17])[CH2:15][NH:14][C:13]2[CH:18]=[CH:19][C:20]([O:22][CH3:23])=[N:21][C:12]1=2)[CH2:9][OH:10])([CH3:4])[CH3:3]. The catalyst is C(Cl)Cl.O=[Mn]=O. The product is [CH3:4][C:2]([Si:5]([CH3:24])([CH3:25])[O:6][CH2:7][C@@H:8]([N:11]1[C:16](=[O:17])[CH:15]=[N:14][C:13]2[CH:18]=[CH:19][C:20]([O:22][CH3:23])=[N:21][C:12]1=2)[CH2:9][OH:10])([CH3:1])[CH3:3]. The yield is 0.660.